From a dataset of Forward reaction prediction with 1.9M reactions from USPTO patents (1976-2016). Predict the product of the given reaction. Given the reactants [CH2:1]([O:5][C:6]([C:8]1[N:13]=[C:12](O)[C:11]2[C:15]([C:18]3[CH:23]=[CH:22][C:21]([F:24])=[CH:20][CH:19]=3)=[CH:16][S:17][C:10]=2[C:9]=1[OH:25])=[O:7])[CH2:2][CH2:3][CH3:4].P(Br)(Br)([Br:28])=O, predict the reaction product. The product is: [CH2:1]([O:5][C:6]([C:8]1[N:13]=[C:12]([Br:28])[C:11]2[C:15]([C:18]3[CH:23]=[CH:22][C:21]([F:24])=[CH:20][CH:19]=3)=[CH:16][S:17][C:10]=2[C:9]=1[OH:25])=[O:7])[CH2:2][CH2:3][CH3:4].